From a dataset of Full USPTO retrosynthesis dataset with 1.9M reactions from patents (1976-2016). Predict the reactants needed to synthesize the given product. (1) Given the product [NH2:1][CH2:4][CH2:5][CH2:6][C@@:7]1([C:22]2[CH:27]=[CH:26][C:25]([F:28])=[CH:24][CH:23]=2)[O:12][C:11](=[O:13])[N:10]([C@H:14]([CH:16]2[CH2:21][CH2:20][CH2:19][CH2:18][CH2:17]2)[CH3:15])[CH2:9][CH2:8]1, predict the reactants needed to synthesize it. The reactants are: [N:1]([CH2:4][CH2:5][CH2:6][C@@:7]1([C:22]2[CH:27]=[CH:26][C:25]([F:28])=[CH:24][CH:23]=2)[O:12][C:11](=[O:13])[N:10]([C@H:14]([CH:16]2[CH2:21][CH2:20][CH2:19][CH2:18][CH2:17]2)[CH3:15])[CH2:9][CH2:8]1)=[N+]=[N-].C1C=CC(P(C2C=CC=CC=2)C2C=CC=CC=2)=CC=1. (2) Given the product [Cl:1][C:2]1[CH:7]=[C:6]([F:8])[C:5]([N:9]2[C:14](=[O:15])[CH:13]=[C:12]([C:16]([F:17])([F:18])[F:19])[N:11]([CH3:20])[C:10]2=[O:21])=[CH:4][C:3]=1[NH:22][C:23]([NH:26][CH2:27][CH2:28][C:29]([O:31][CH3:32])=[O:30])=[S:24], predict the reactants needed to synthesize it. The reactants are: [Cl:1][C:2]1[CH:7]=[C:6]([F:8])[C:5]([N:9]2[C:14](=[O:15])[CH:13]=[C:12]([C:16]([F:19])([F:18])[F:17])[N:11]([CH3:20])[C:10]2=[O:21])=[CH:4][C:3]=1[N:22]=[C:23]=[S:24].Cl.[NH2:26][CH2:27][CH2:28][C:29]([O:31][CH3:32])=[O:30].C(N(CC)CC)C.O. (3) Given the product [Br:1][C:2]1[C:10]([CH3:11])=[CH:9][C:5]2[N:6]([CH:13]3[CH2:14][CH2:15][CH2:16][CH2:17][O:12]3)[CH:7]=[N:8][C:4]=2[CH:3]=1, predict the reactants needed to synthesize it. The reactants are: [Br:1][C:2]1[C:10]([CH3:11])=[CH:9][C:5]2[NH:6][CH:7]=[N:8][C:4]=2[CH:3]=1.[O:12]1[CH:17]=[CH:16][CH2:15][CH2:14][CH2:13]1. (4) Given the product [CH2:13]([CH:9]1[CH2:10][CH2:11][CH2:12][NH:8]1)[C:14]1[CH:19]=[CH:18][CH:17]=[CH:16][CH:15]=1, predict the reactants needed to synthesize it. The reactants are: C(OC([N:8]1[CH2:12][CH2:11][CH2:10][CH:9]1[CH2:13][C:14]1[CH:19]=[CH:18][CH:17]=[CH:16][CH:15]=1)=O)(C)(C)C.Cl. (5) Given the product [CH:1]1([C:4]([NH:6][C:7]2[N:8]=[C:9]3[CH:14]=[CH:13][C:12]([O:15][C:16]4[CH:26]=[CH:25][CH:24]=[CH:23][C:17]=4[C:18]([OH:20])=[O:19])=[N:11][N:10]3[CH:27]=2)=[O:5])[CH2:3][CH2:2]1, predict the reactants needed to synthesize it. The reactants are: [CH:1]1([C:4]([NH:6][C:7]2[N:8]=[C:9]3[CH:14]=[CH:13][C:12]([O:15][C:16]4[CH:26]=[CH:25][CH:24]=[CH:23][C:17]=4[C:18]([O:20]CC)=[O:19])=[N:11][N:10]3[CH:27]=2)=[O:5])[CH2:3][CH2:2]1.[OH-].[Na+].Cl.C(OCC)(=O)C. (6) Given the product [F:27][C:28]([F:33])([F:32])[CH2:29][CH2:30][NH:31][C:3]([C:4]1[CH:10]=[C:11]([C:13]2[CH:18]=[C:17]([F:19])[CH:16]=[CH:15][C:14]=2[O:20][CH3:21])[N:26]([CH2:25][CH:22]2[CH2:24][CH2:23]2)[C:5]=1[CH3:6])=[O:2], predict the reactants needed to synthesize it. The reactants are: C[O:2][C:3](=O)[CH2:4][C:5](=O)[CH3:6].Br[CH2:10][C:11]([C:13]1[CH:18]=[C:17]([F:19])[CH:16]=[CH:15][C:14]=1[O:20][CH3:21])=O.[CH:22]1([CH2:25][NH2:26])[CH2:24][CH2:23]1.[F:27][C:28]([F:33])([F:32])[CH2:29][CH2:30][NH2:31]. (7) Given the product [O:15]=[C:14]1[C:8]2=[CH:7][C:6]3[CH:5]=[C:4]([C:16]#[N:17])[CH:3]=[C:2]([C:19]4[CH:24]=[CH:23][C:22]([CH3:25])=[CH:21][CH:20]=4)[C:10]=3[N:9]2[CH2:11][CH2:12][NH:13]1, predict the reactants needed to synthesize it. The reactants are: Br[C:2]1[C:10]2[N:9]3[CH2:11][CH2:12][NH:13][C:14](=[O:15])[C:8]3=[CH:7][C:6]=2[CH:5]=[C:4]([C:16]#[N:17])[CH:3]=1.B(O)(O)[C:19]1[CH:20]=[CH:21][C:22]([CH3:25])=[CH:23][CH:24]=1. (8) Given the product [Si:18]([O:1][C:2]1[CH:3]=[CH:4][C:5]2[O:9][C:8]([C:10](=[O:12])[CH3:11])=[CH:7][C:6]=2[CH:13]=1)([C:14]([CH3:17])([CH3:16])[CH3:15])([CH3:21])[CH3:20], predict the reactants needed to synthesize it. The reactants are: [OH:1][C:2]1[CH:3]=[CH:4][C:5]2[O:9][C:8]([C:10](=[O:12])[CH3:11])=[CH:7][C:6]=2[CH:13]=1.[C:14]([Si:18]([CH3:21])([CH3:20])Cl)([CH3:17])([CH3:16])[CH3:15].N1C=CN=C1.